This data is from Reaction yield outcomes from USPTO patents with 853,638 reactions. The task is: Predict the reaction yield, written as a fraction of the theoretical maximum amount of product (1.0 means a 100% yield; for example, 0.34 means a 34% yield). (1) The reactants are [C:1]([NH:4][C:5]1[CH:13]=[CH:12][C:8]([C:9](Cl)=[O:10])=[CH:7][CH:6]=1)(=[O:3])[CH3:2].[C:14]1([O:20][CH3:21])[CH:19]=[CH:18][CH:17]=[CH:16][CH:15]=1.[Al+3].[Cl-].[Cl-].[Cl-].Cl. The catalyst is C(Cl)Cl. The product is [CH3:21][O:20][C:14]1[CH:19]=[CH:18][C:17]([C:9]([C:8]2[CH:12]=[CH:13][C:5]([NH:4][C:1](=[O:3])[CH3:2])=[CH:6][CH:7]=2)=[O:10])=[CH:16][CH:15]=1. The yield is 0.450. (2) The reactants are [OH:1][C@H:2]1[CH2:6][CH2:5][N:4]([C:7]2[C:16]3[C:11](=[CH:12][CH:13]=[C:14]([C:17](O)=[O:18])[CH:15]=3)[N:10]=[C:9]([C:20]([F:23])([F:22])[F:21])[CH:8]=2)[CH2:3]1.F[P-](F)(F)(F)(F)F.C[N+](C)=C(N(C)C)ON1C2N=CC=CC=2N=N1.C(N(CC)C(C)C)(C)C.Cl.[NH2:58][C@@H:59]([C:61]1[C:66]([F:67])=[CH:65][C:64]([NH:68][S:69]([CH3:72])(=[O:71])=[O:70])=[C:63]([CH3:73])[CH:62]=1)[CH3:60].C([O-])(O)=O.[Na+]. The catalyst is CN(C)C1C=CN=CC=1.CN(C)C=O. The product is [F:67][C:66]1[CH:65]=[C:64]([NH:68][S:69]([CH3:72])(=[O:71])=[O:70])[C:63]([CH3:73])=[CH:62][C:61]=1[C@H:59]([NH:58][C:17]([C:14]1[CH:15]=[C:16]2[C:11](=[CH:12][CH:13]=1)[N:10]=[C:9]([C:20]([F:23])([F:22])[F:21])[CH:8]=[C:7]2[N:4]1[CH2:5][CH2:6][C@H:2]([OH:1])[CH2:3]1)=[O:18])[CH3:60]. The yield is 0.710. (3) The reactants are [CH2:1]([C:3]1[C:11]2[C:6](=[N:7][CH:8]=[C:9]([CH2:12][NH2:13])[N:10]=2)[N:5]([CH2:14][O:15][CH2:16][CH2:17][Si:18]([CH3:21])([CH3:20])[CH3:19])[C:4]=1[C:22]1[CH:27]=[CH:26][C:25]([C:28]2([CH3:33])[O:32][CH2:31][CH2:30][O:29]2)=[CH:24][CH:23]=1)[CH3:2].[CH:34](OCC)=[O:35]. No catalyst specified. The product is [CH2:1]([C:3]1[C:11]2[C:6](=[N:7][CH:8]=[C:9]([CH2:12][NH:13][CH:34]=[O:35])[N:10]=2)[N:5]([CH2:14][O:15][CH2:16][CH2:17][Si:18]([CH3:21])([CH3:20])[CH3:19])[C:4]=1[C:22]1[CH:23]=[CH:24][C:25]([C:28]2([CH3:33])[O:32][CH2:31][CH2:30][O:29]2)=[CH:26][CH:27]=1)[CH3:2]. The yield is 1.00.